This data is from Reaction yield outcomes from USPTO patents with 853,638 reactions. The task is: Predict the reaction yield, written as a fraction of the theoretical maximum amount of product (1.0 means a 100% yield; for example, 0.34 means a 34% yield). (1) The reactants are F[C:2]1[CH:3]=[C:4]([C:11]2[CH:16]=[CH:15][CH:14]=[CH:13][CH:12]=2)[CH:5]=[CH:6][C:7]=1[N+:8]([O-:10])=[O:9].[OH:17][C:18]1[CH:25]=[CH:24][C:21]([C:22]#[N:23])=[CH:20][CH:19]=1.C([O-])([O-])=O.[Cs+].[Cs+]. The catalyst is CN(C=O)C. The product is [N+:8]([C:7]1[CH:6]=[CH:5][C:4]([C:11]2[CH:16]=[CH:15][CH:14]=[CH:13][CH:12]=2)=[CH:3][C:2]=1[O:17][C:18]1[CH:25]=[CH:24][C:21]([C:22]#[N:23])=[CH:20][CH:19]=1)([O-:10])=[O:9]. The yield is 0.830. (2) The reactants are [Si:1](Cl)([C:14]([CH3:17])([CH3:16])[CH3:15])([C:8]1[CH:13]=[CH:12][CH:11]=[CH:10][CH:9]=1)[C:2]1[CH:7]=[CH:6][CH:5]=[CH:4][CH:3]=1.[CH2:19]([OH:31])[CH2:20][CH2:21][CH2:22][CH2:23][CH2:24][CH2:25][CH2:26][CH2:27][CH2:28][C:29]#[CH:30].N1C=CN=C1. The catalyst is ClCCl. The product is [Si:1]([O:31][CH2:19][CH2:20][CH2:21][CH2:22][CH2:23][CH2:24][CH2:25][CH2:26][CH2:27][CH2:28][C:29]#[CH:30])([C:14]([CH3:17])([CH3:16])[CH3:15])([C:8]1[CH:13]=[CH:12][CH:11]=[CH:10][CH:9]=1)[C:2]1[CH:7]=[CH:6][CH:5]=[CH:4][CH:3]=1. The yield is 0.880. (3) The reactants are [CH3:1][NH:2][CH3:3].[F:4][C:5]([F:39])([F:38])[C:6]1[CH:7]=[C:8]([CH:31]=[C:32]([C:34]([F:37])([F:36])[F:35])[CH:33]=1)[CH2:9][N:10]1[C:14](Cl)=[C:13]([C:16]([N:18]2[CH2:23][CH2:22][CH2:21][CH:20]([C:24]3[CH:29]=[CH:28][CH:27]=[CH:26][C:25]=3[Cl:30])[CH2:19]2)=[O:17])[N:12]=[N:11]1. No catalyst specified. The product is [F:37][C:34]([F:36])([F:35])[C:32]1[CH:31]=[C:8]([CH:7]=[C:6]([C:5]([F:38])([F:39])[F:4])[CH:33]=1)[CH2:9][N:10]1[C:14]([N:2]([CH3:3])[CH3:1])=[C:13]([C:16]([N:18]2[CH2:23][CH2:22][CH2:21][CH:20]([C:24]3[CH:29]=[CH:28][CH:27]=[CH:26][C:25]=3[Cl:30])[CH2:19]2)=[O:17])[N:12]=[N:11]1. The yield is 0.380.